This data is from Forward reaction prediction with 1.9M reactions from USPTO patents (1976-2016). The task is: Predict the product of the given reaction. (1) Given the reactants [O:1]1[C:10]2[C:5](=[N:6][CH:7]=[CH:8][CH:9]=2)[O:4][C@@H:3]([C:11]2[CH:24]=[CH:23][C:14]([CH2:15][N:16]3[CH2:21][CH2:20][CH:19]([NH2:22])[CH2:18][CH2:17]3)=[CH:13][CH:12]=2)[CH2:2]1.[O:25]=[C:26]1[CH2:30][CH2:29][CH2:28][N:27]1[CH2:31][C:32](O)=[O:33], predict the reaction product. The product is: [O:1]1[C:10]2[C:5](=[N:6][CH:7]=[CH:8][CH:9]=2)[O:4][C@@H:3]([C:11]2[CH:12]=[CH:13][C:14]([CH2:15][N:16]3[CH2:17][CH2:18][CH:19]([NH:22][C:32](=[O:33])[CH2:31][N:27]4[CH2:28][CH2:29][CH2:30][C:26]4=[O:25])[CH2:20][CH2:21]3)=[CH:23][CH:24]=2)[CH2:2]1. (2) The product is: [C:1]([O:5][C:6]([N:8]([CH2:22][C@@H:21]([NH:20][C:46]([O:48][C:43]([CH3:42])([CH3:38])[CH3:57])=[O:47])[CH3:24])[C:9]1[S:10][C:11]([C:15]([O:17][CH2:18][CH3:19])=[O:16])=[C:12]([CH3:14])[N:13]=1)=[O:7])([CH3:4])([CH3:3])[CH3:2]. Given the reactants [C:1]([O:5][C:6]([NH:8][C:9]1[S:10][C:11]([C:15]([O:17][CH2:18][CH3:19])=[O:16])=[C:12]([CH3:14])[N:13]=1)=[O:7])([CH3:4])([CH3:3])[CH3:2].[NH2:20][C@@H:21]([CH3:24])[CH2:22]O.C1(P([C:38]2[CH:43]=[CH:42]C=CC=2)C2C=CC=CN=2)C=CC=CC=1.N(C(OCC)=O)=N[C:46]([O:48]CC)=[O:47].O1CCC[CH2:57]1, predict the reaction product. (3) Given the reactants [O:1]1[C:9]2[CH:8]=[CH:7][N:6]=[C:5]([CH2:10][CH2:11][CH2:12][NH:13][C:14](=[O:16])[CH3:15])[C:4]=2[CH2:3][CH2:2]1.Br[CH2:18][C:19]([C:21]1[CH:26]=[CH:25][CH:24]=[CH:23][CH:22]=1)=O, predict the reaction product. The product is: [C:21]1([C:19]2[C:10]([CH2:11][CH2:12][NH:13][C:14](=[O:16])[CH3:15])=[C:5]3[N:6]([CH:18]=2)[CH:7]=[CH:8][C:9]2[O:1][CH2:2][CH2:3][C:4]3=2)[CH:26]=[CH:25][CH:24]=[CH:23][CH:22]=1. (4) Given the reactants [O:1]1[C:8]2[CH:7]=[C:6]([C:9]([OH:11])=[O:10])[NH:5][C:4]=2[CH:3]=[CH:2]1.[N:12]1[CH:17]=[CH:16][C:15]([CH2:18]O)=[CH:14][CH:13]=1, predict the reaction product. The product is: [O:1]1[C:8]2[CH:7]=[C:6]([C:9]([O:11][CH2:18][C:15]3[CH:16]=[CH:17][N:12]=[CH:13][CH:14]=3)=[O:10])[NH:5][C:4]=2[CH:3]=[CH:2]1. (5) Given the reactants [CH:1]1([CH2:7][N:8]2[C:16]3[C:11](=[CH:12][CH:13]=[CH:14][C:15]=3[O:17][CH3:18])[C:10]([C:19]([OH:21])=O)=[CH:9]2)[CH2:6][CH2:5][CH2:4][CH2:3][CH2:2]1.C(Cl)(=O)C(Cl)=O.[Cu][C:29]#[N:30].C1(C)C=CC=CC=1, predict the reaction product. The product is: [CH:1]1([CH2:7][N:8]2[C:16]3[C:11](=[CH:12][CH:13]=[CH:14][C:15]=3[O:17][CH3:18])[C:10]([C:19](=[O:21])[C:29]#[N:30])=[CH:9]2)[CH2:2][CH2:3][CH2:4][CH2:5][CH2:6]1. (6) Given the reactants [C:1]([O:8][CH3:9])(=[O:7])[CH2:2][CH2:3][CH2:4][CH:5]=[CH2:6].B1C2CCCC1CCC2.[O-]P([O-])([O-])=O.[K+].[K+].[K+].FC(F)(F)S(O[C:33]1[C:34]([CH3:72])([CH3:71])[C@H:35]2[C@:48]([CH3:51])([CH2:49][CH:50]=1)[C@@H:47]1[C@:38]([CH3:70])([C@@:39]3([CH3:69])[C@H:44]([CH2:45][CH2:46]1)[C@H:43]1[C@H:52]([C:55]([CH3:57])=[CH2:56])[CH2:53][CH2:54][C@:42]1([NH:58][CH2:59][CH2:60][N:61]1[CH2:66][CH2:65][S:64](=[O:68])(=[O:67])[CH2:63][CH2:62]1)[CH2:41][CH2:40]3)[CH2:37][CH2:36]2)(=O)=O.C(Cl)Cl, predict the reaction product. The product is: [O:68]=[S:64]1(=[O:67])[CH2:65][CH2:66][N:61]([CH2:60][CH2:59][NH:58][C@:42]23[CH2:54][CH2:53][C@@H:52]([C:55]([CH3:57])=[CH2:56])[C@@H:43]2[C@@H:44]2[C@@:39]([CH3:69])([CH2:40][CH2:41]3)[C@@:38]3([CH3:70])[C@@H:47]([C@:48]4([CH3:51])[C@@H:35]([CH2:36][CH2:37]3)[C:34]([CH3:71])([CH3:72])[C:33]([CH2:6][CH2:5][CH2:4][CH2:3][CH2:2][C:1]([O:8][CH3:9])=[O:7])=[CH:50][CH2:49]4)[CH2:46][CH2:45]2)[CH2:62][CH2:63]1. (7) Given the reactants [CH3:1][N:2]1[CH2:7][CH2:6][NH:5][CH2:4][CH2:3]1.[C:8]([C:10]1[CH:15]=[CH:14][C:13]([C:16]2[CH:17]=[N:18][N:19]([C:22]3[CH:30]=[CH:29][C:25]([C:26]([OH:28])=O)=[CH:24][N:23]=3)[C:20]=2[OH:21])=[C:12]([CH3:31])[CH:11]=1)#[N:9].C(O)=O, predict the reaction product. The product is: [OH:21][C:20]1[N:19]([C:22]2[CH:30]=[CH:29][C:25]([C:26]([N:5]3[CH2:6][CH2:7][N:2]([CH3:1])[CH2:3][CH2:4]3)=[O:28])=[CH:24][N:23]=2)[N:18]=[CH:17][C:16]=1[C:13]1[CH:14]=[CH:15][C:10]([C:8]#[N:9])=[CH:11][C:12]=1[CH3:31].